This data is from Forward reaction prediction with 1.9M reactions from USPTO patents (1976-2016). The task is: Predict the product of the given reaction. Given the reactants [CH3:1][C:2]1([OH:17])[CH2:7][CH2:6][N:5]([C:8]2[CH:9]=[N:10][C:11]([N+:14]([O-])=O)=[CH:12][CH:13]=2)[CH2:4][CH2:3]1, predict the reaction product. The product is: [NH2:14][C:11]1[N:10]=[CH:9][C:8]([N:5]2[CH2:6][CH2:7][C:2]([CH3:1])([OH:17])[CH2:3][CH2:4]2)=[CH:13][CH:12]=1.